This data is from Full USPTO retrosynthesis dataset with 1.9M reactions from patents (1976-2016). The task is: Predict the reactants needed to synthesize the given product. (1) Given the product [Cl:3][C:4]1[C:9]([CH3:10])=[C:8]([NH:22][C:21]2[CH:23]=[CH:24][C:18]([O:17][CH2:15][CH3:16])=[C:19]([N+:25]([O-:27])=[O:26])[CH:20]=2)[N:7]2[N:12]=[CH:13][CH:14]=[C:6]2[N:5]=1, predict the reactants needed to synthesize it. The reactants are: [H-].[Na+].[Cl:3][C:4]1[C:9]([CH3:10])=[C:8](Cl)[N:7]2[N:12]=[CH:13][CH:14]=[C:6]2[N:5]=1.[CH2:15]([O:17][C:18]1[CH:24]=[CH:23][C:21]([NH2:22])=[CH:20][C:19]=1[N+:25]([O-:27])=[O:26])[CH3:16]. (2) Given the product [I:2][C:10]1[CH:15]=[CH:14][C:13]([NH:16][CH2:17][CH2:18][N:19]2[CH2:24][CH2:23][CH:22]([CH3:25])[CH2:21][CH2:20]2)=[C:12]([CH3:26])[CH:11]=1, predict the reactants needed to synthesize it. The reactants are: [Na+].[I-:2].CNCCNC.Br[C:10]1[CH:15]=[CH:14][C:13]([NH:16][CH2:17][CH2:18][N:19]2[CH2:24][CH2:23][CH:22]([CH3:25])[CH2:21][CH2:20]2)=[C:12]([CH3:26])[CH:11]=1. (3) Given the product [NH2:28][C:25]1[CH:26]=[CH:27][C:22]([C:20]([N:17]2[CH2:16][CH2:15][N:14]([C:8]3[CH:9]=[CH:10][C:11]([CH3:13])=[CH:12][C:7]=3[CH3:6])[CH2:19][CH2:18]2)=[O:21])=[C:23]([NH:31][S:32]([CH3:35])(=[O:34])=[O:33])[CH:24]=1, predict the reactants needed to synthesize it. The reactants are: C(O)C.[Cl-].[NH4+].[CH3:6][C:7]1[CH:12]=[C:11]([CH3:13])[CH:10]=[CH:9][C:8]=1[N:14]1[CH2:19][CH2:18][N:17]([C:20]([C:22]2[CH:27]=[CH:26][C:25]([N+:28]([O-])=O)=[CH:24][C:23]=2[NH:31][S:32]([CH3:35])(=[O:34])=[O:33])=[O:21])[CH2:16][CH2:15]1. (4) Given the product [CH3:16][O:17][C:18]([C:20]1[S:21][CH:22]=[CH:23][C:24]=1[S:25]([NH:1][C:2]1[CH:3]=[CH:4][CH:5]=[C:6]2[C:10]=1[NH:9][C:8]([C:11]([O:13][CH2:14][CH3:15])=[O:12])=[CH:7]2)(=[O:27])=[O:26])=[O:19], predict the reactants needed to synthesize it. The reactants are: [NH2:1][C:2]1[CH:3]=[CH:4][CH:5]=[C:6]2[C:10]=1[NH:9][C:8]([C:11]([O:13][CH2:14][CH3:15])=[O:12])=[CH:7]2.[CH3:16][O:17][C:18]([C:20]1[S:21][CH:22]=[CH:23][C:24]=1[S:25](Cl)(=[O:27])=[O:26])=[O:19]. (5) The reactants are: [CH3:1][O:2][C:3]1[CH:11]=[CH:10][CH:9]=[C:8]2[C:4]=1[CH2:5][NH:6][CH2:7]2.Cl[C:13]1[N:18]=[C:17]([NH:19][C:20]2[CH:21]=[C:22]3[C:26](=[CH:27][CH:28]=2)[NH:25][N:24]=[CH:23]3)[CH:16]=[CH:15][N:14]=1.CCN(C(C)C)C(C)C. Given the product [CH3:1][O:2][C:3]1[CH:11]=[CH:10][CH:9]=[C:8]2[C:4]=1[CH2:5][N:6]([C:13]1[N:18]=[C:17]([NH:19][C:20]3[CH:21]=[C:22]4[C:26](=[CH:27][CH:28]=3)[NH:25][N:24]=[CH:23]4)[CH:16]=[CH:15][N:14]=1)[CH2:7]2, predict the reactants needed to synthesize it. (6) Given the product [I:14][C:5]1[C:4]([N+:1]([O-:3])=[O:2])=[CH:10][CH:9]=[CH:8][C:7]=1[N+:11]([O-:13])=[O:12], predict the reactants needed to synthesize it. The reactants are: [N+:1]([C:4]1[CH:10]=[CH:9][CH:8]=[C:7]([N+:11]([O-:13])=[O:12])[C:5]=1N)([O-:3])=[O:2].[I:14]CI. (7) Given the product [Cl:1][C:2]1[CH:3]=[CH:4][C:5]([CH:8]=[O:9])=[N:6][CH:7]=1, predict the reactants needed to synthesize it. The reactants are: [Cl:1][C:2]1[CH:3]=[CH:4][C:5]([C:8](O)=[O:9])=[N:6][CH:7]=1.C(O)C.Cl. (8) Given the product [C:4]([C:6]1[CH:7]=[C:8]2[CH:14]=[CH:13][O:12][C:9]2=[CH:10][N:11]=1)(=[O:5])[CH3:17], predict the reactants needed to synthesize it. The reactants are: C(O[C:4]([C:6]1[CH:7]=[C:8]2[CH:14]=[CH:13][O:12][C:9]2=[CH:10][N:11]=1)=[O:5])C.C[Li].[CH2:17](OCC)C.[Cl-].[NH4+]. (9) Given the product [Br:1][C:2]1[CH:3]=[CH:4][CH:5]=[C:6]2[C:15]=1[S:14][C:13]1[CH:12]=[CH:11][C:10]([NH2:16])=[CH:9][C:8]=1[S:7]2, predict the reactants needed to synthesize it. The reactants are: [Br:1][C:2]1[C:15]2[S:14][C:13]3[C:8](=[CH:9][C:10]([N+:16]([O-])=O)=[CH:11][CH:12]=3)[S:7][C:6]=2[CH:5]=[CH:4][CH:3]=1. (10) Given the product [CH2:9]([O:8][C:2](=[O:7])[CH:3]([CH2:12][C:13](=[O:14])[C:15]1[CH:20]=[CH:19][CH:18]=[CH:17][CH:16]=1)[C:4](=[O:5])[CH3:6])[CH3:10], predict the reactants needed to synthesize it. The reactants are: [Na].[C:2]([O:8][CH2:9][CH3:10])(=[O:7])[CH2:3][C:4]([CH3:6])=[O:5].Br[CH2:12][C:13]([C:15]1[CH:20]=[CH:19][CH:18]=[CH:17][CH:16]=1)=[O:14].